From a dataset of Peptide-MHC class II binding affinity with 134,281 pairs from IEDB. Regression. Given a peptide amino acid sequence and an MHC pseudo amino acid sequence, predict their binding affinity value. This is MHC class II binding data. (1) The peptide sequence is PPFSRVVHLYRNGKD. The MHC is HLA-DPA10201-DPB10101 with pseudo-sequence HLA-DPA10201-DPB10101. The binding affinity (normalized) is 0.300. (2) The peptide sequence is AFCTPGWEIHPARLV. The MHC is DRB3_0202 with pseudo-sequence DRB3_0202. The binding affinity (normalized) is 0.230.